From a dataset of Forward reaction prediction with 1.9M reactions from USPTO patents (1976-2016). Predict the product of the given reaction. (1) Given the reactants C(N(CC)CC)C.FC(F)(F)C(O)=O.[CH3:15][O:16][C:17]1[CH:18]=[C:19]([C:29]2[N:30]=[C:31]([O:39][C@@H:40]([C@H:42]3[CH2:46][NH:45][C:44](=[O:47])[CH2:43]3)[CH3:41])[C:32]3[N:33]([N:35]=[CH:36][C:37]=3[CH3:38])[CH:34]=2)[CH:20]=[CH:21][C:22]=1[N:23]1[CH2:28][CH2:27][NH:26][CH2:25][CH2:24]1.[CH3:48][S:49](O[S:49]([CH3:48])(=[O:51])=[O:50])(=[O:51])=[O:50], predict the reaction product. The product is: [CH3:15][O:16][C:17]1[CH:18]=[C:19]([C:29]2[N:30]=[C:31]([O:39][C@@H:40]([C@H:42]3[CH2:46][NH:45][C:44](=[O:47])[CH2:43]3)[CH3:41])[C:32]3[N:33]([N:35]=[CH:36][C:37]=3[CH3:38])[CH:34]=2)[CH:20]=[CH:21][C:22]=1[N:23]1[CH2:24][CH2:25][N:26]([S:49]([CH3:48])(=[O:51])=[O:50])[CH2:27][CH2:28]1. (2) The product is: [CH3:1][O:23][C:21]([CH:14]1[CH2:15][CH2:16][CH:11]([NH:10][C:8]([O:7][C:3]([CH3:4])([CH3:6])[CH3:5])=[O:9])[CH2:12][CH2:13]1)=[O:24]. Given the reactants [CH3:1]I.[C:3]([O:7][C:8]([NH:10][CH:11]1[CH2:16][CH2:15][CH:14](CC(O)=O)[CH2:13][CH2:12]1)=[O:9])([CH3:6])([CH3:5])[CH3:4].[C:21](=[O:24])([O-:23])[O-].[Cs+].[Cs+], predict the reaction product. (3) Given the reactants [Br:1][C:2]1[C:3](=[O:9])[NH:4][CH:5]=[C:6]([F:8])[CH:7]=1.I[CH3:11], predict the reaction product. The product is: [Br:1][C:2]1[C:3]([O:9][CH3:11])=[N:4][CH:5]=[C:6]([F:8])[CH:7]=1. (4) Given the reactants [C:1]([C:4]1[CH:5]=[C:6]2[C:10](=[CH:11][CH:12]=1)[CH2:9][N:8]([C:13](=[O:35])[CH2:14][CH2:15][CH2:16][CH2:17][CH2:18][N:19]1[CH2:24][CH2:23][N:22]([C:25]3[CH:30]=[CH:29][CH:28]=[C:27]([C:31]([F:34])([F:33])[F:32])[CH:26]=3)[CH2:21][CH2:20]1)[CH2:7]2)(O)=[O:2].[NH:36]1[CH2:41][CH2:40][CH2:39][CH2:38][CH2:37]1, predict the reaction product. The product is: [N:36]1([C:1]([C:4]2[CH:5]=[C:6]3[C:10](=[CH:11][CH:12]=2)[CH2:9][N:8]([C:13](=[O:35])[CH2:14][CH2:15][CH2:16][CH2:17][CH2:18][N:19]2[CH2:20][CH2:21][N:22]([C:25]4[CH:30]=[CH:29][CH:28]=[C:27]([C:31]([F:33])([F:32])[F:34])[CH:26]=4)[CH2:23][CH2:24]2)[CH2:7]3)=[O:2])[CH2:41][CH2:40][CH2:39][CH2:38][CH2:37]1. (5) Given the reactants C1(OC)C=CC=CC=1.[Cl:9][C:10]1[CH:15]=[CH:14][C:13](/[C:16](/[C:35]2[NH:40][C:39](=[O:41])[C:38]([C:42]3[CH:43]=[N:44][NH:45][CH:46]=3)=[CH:37][CH:36]=2)=[CH:17]\[C@H:18]2[CH2:22][CH2:21][C:20](=[O:23])[N:19]2CC2C=CC(OC)=CC=2OC)=[CH:12][CH:11]=1, predict the reaction product. The product is: [Cl:9][C:10]1[CH:11]=[CH:12][C:13](/[C:16](/[C:35]2[NH:40][C:39](=[O:41])[C:38]([C:42]3[CH:46]=[N:45][NH:44][CH:43]=3)=[CH:37][CH:36]=2)=[CH:17]\[C@H:18]2[CH2:22][CH2:21][C:20](=[O:23])[NH:19]2)=[CH:14][CH:15]=1. (6) Given the reactants C[O:2][C:3](=[O:22])/[CH:4]=[CH:5]\[C:6]1[CH:17]=[CH:16][CH:15]=[C:14]([C:18]([F:21])([F:20])[F:19])[C:7]=1[C:8]([O:10][CH:11]([CH3:13])[CH3:12])=[O:9].O.[OH-].[Li+].C([O-])([O-])=O.[Na+].[Na+], predict the reaction product. The product is: [CH:11]([O:10][C:8]([C:7]1[C:14]([C:18]([F:19])([F:21])[F:20])=[CH:15][CH:16]=[CH:17][C:6]=1/[CH:5]=[CH:4]\[C:3]([OH:22])=[O:2])=[O:9])([CH3:13])[CH3:12]. (7) Given the reactants [Br:1][C:2]1[CH:10]=[C:9]2[C:5]([CH2:6][C:7](=[O:11])[NH:8]2)=[CH:4][CH:3]=1.[O:12]=[C:13]1[C:18]2=[CH:19][NH:20][C:21]([CH:22]=O)=[C:17]2[CH2:16][CH2:15][NH:14]1.N1CCCCC1, predict the reaction product. The product is: [Br:1][C:2]1[CH:10]=[C:9]2[C:5]([C:6](=[CH:22][C:21]3[NH:20][CH:19]=[C:18]4[C:17]=3[CH2:16][CH2:15][NH:14][C:13]4=[O:12])[C:7](=[O:11])[NH:8]2)=[CH:4][CH:3]=1. (8) Given the reactants [CH3:1][O:2][C:3]1[CH:4]=[C:5]2[C:10](=[CH:11][C:12]=1[O:13][CH3:14])[N:9]=[CH:8][CH:7]=[C:6]2[O:15][C:16]1[CH:22]=[CH:21][C:19]([NH2:20])=[CH:18][CH:17]=1.C(N(CC)CC)C.Cl[C:31](Cl)([O:33]C(=O)OC(Cl)(Cl)Cl)Cl.[CH3:42][O:43][C:44]1[CH:49]=[CH:48][CH:47]=[CH:46][C:45]=1[C@H:50]([NH2:52])[CH3:51], predict the reaction product. The product is: [CH3:1][O:2][C:3]1[CH:4]=[C:5]2[C:10](=[CH:11][C:12]=1[O:13][CH3:14])[N:9]=[CH:8][CH:7]=[C:6]2[O:15][C:16]1[CH:22]=[CH:21][C:19]([NH:20][C:31]([NH:52][C@@H:50]([C:45]2[CH:46]=[CH:47][CH:48]=[CH:49][C:44]=2[O:43][CH3:42])[CH3:51])=[O:33])=[CH:18][CH:17]=1. (9) Given the reactants [CH:1]1[C:9]2[C:8]3[CH:10]=[CH:11][CH:12]=[CH:13][C:7]=3[O:6][C:5]=2[C:4](B(O)O)=[CH:3][CH:2]=1.Cl[C:18]1[CH:23]=[C:22]([CH3:24])[CH:21]=[CH:20][N:19]=1.P([O-])([O-])([O-])=O.[K+].[K+].[K+], predict the reaction product. The product is: [CH3:24][C:22]1[CH:21]=[CH:20][N:19]=[C:18]([C:4]2[C:5]3[O:6][C:7]4[CH:13]=[CH:12][CH:11]=[CH:10][C:8]=4[C:9]=3[CH:1]=[CH:2][CH:3]=2)[CH:23]=1.